This data is from Full USPTO retrosynthesis dataset with 1.9M reactions from patents (1976-2016). The task is: Predict the reactants needed to synthesize the given product. (1) Given the product [Cl:27][C:28]1[N:33]=[C:32]([C:10]2[CH:9]=[CH:8][N:7]=[C:6]([C:4]([N:3]([CH2:1][CH3:2])[CH2:25][CH3:26])=[O:5])[CH:11]=2)[CH:31]=[CH:30][N:29]=1, predict the reactants needed to synthesize it. The reactants are: [CH2:1]([N:3]([CH2:25][CH3:26])[C:4]([C:6]1[CH:11]=[C:10]([Sn](CCCC)(CCCC)CCCC)[CH:9]=[CH:8][N:7]=1)=[O:5])[CH3:2].[Cl:27][C:28]1[N:33]=[C:32](Cl)[CH:31]=[CH:30][N:29]=1.ClCCl. (2) Given the product [CH2:1]([O:3][C:4]([C:6]1[CH2:11][C@@H:10]([O:12][S:13]([CH3:16])(=[O:15])=[O:14])[C@@H:9]([O:17][S:18]([CH3:21])(=[O:20])=[O:19])[C@H:8]([N:31]=[N+:32]=[N-:33])[CH:7]=1)=[O:5])[CH3:2], predict the reactants needed to synthesize it. The reactants are: [CH2:1]([O:3][C:4]([C:6]1[CH2:11][C@@H:10]([O:12][S:13]([CH3:16])(=[O:15])=[O:14])[C@H:9]([O:17][S:18]([CH3:21])(=[O:20])=[O:19])[C@H:8](OS(C)(=O)=O)[CH:7]=1)=[O:5])[CH3:2].CS(C)=O.[N-:31]=[N+:32]=[N-:33].[Na+]. (3) The reactants are: [CH2:1]([N:3]([CH3:21])[CH2:4][CH2:5][CH2:6][C:7]1[CH:12]=[CH:11][C:10]([NH2:13])=[C:9]([N:14]2[CH2:19][CH2:18][CH:17]([CH3:20])[CH2:16][CH2:15]2)[CH:8]=1)[CH3:2].CCN(C(C)C)C(C)C.[C:31]([C:33]1[O:37][C:36]([C:38](Cl)=[O:39])=[CH:35][CH:34]=1)#[N:32]. Given the product [CH2:1]([N:3]([CH3:21])[CH2:4][CH2:5][CH2:6][C:7]1[CH:12]=[CH:11][C:10]([NH:13][C:38]([C:36]2[O:37][C:33]([C:31]#[N:32])=[CH:34][CH:35]=2)=[O:39])=[C:9]([N:14]2[CH2:19][CH2:18][CH:17]([CH3:20])[CH2:16][CH2:15]2)[CH:8]=1)[CH3:2], predict the reactants needed to synthesize it. (4) The reactants are: [NH2:1][CH2:2][CH2:3][C:4]1[CH:14]=[CH:13][C:7]([C:8]([O:10][CH2:11][CH3:12])=[O:9])=[CH:6][CH:5]=1.C(N(CC)CC)C.Cl[S:23]([C:26]1[CH:27]=[C:28]([CH:32]=[CH:33][C:34]=1[O:35][CH3:36])[C:29]([OH:31])=[O:30])(=[O:25])=[O:24].Cl. Given the product [CH2:11]([O:10][C:8]([C:7]1[CH:13]=[CH:14][C:4]([CH2:3][CH2:2][NH:1][S:23]([C:26]2[CH:27]=[C:28]([CH:32]=[CH:33][C:34]=2[O:35][CH3:36])[C:29]([OH:31])=[O:30])(=[O:25])=[O:24])=[CH:5][CH:6]=1)=[O:9])[CH3:12], predict the reactants needed to synthesize it. (5) Given the product [CH2:26]([O:28][C:29]([C:31]1([C:34]2[CH:39]=[CH:38][C:37]([C:2]3[CH:7]=[CH:6][C:5]([C:8]4[O:12][N:11]=[C:10]([CH3:13])[C:9]=4[NH:14][C:15]4[O:16][C:17]([C:20]5[CH:21]=[CH:22][CH:23]=[CH:24][CH:25]=5)=[N:18][N:19]=4)=[CH:4][CH:3]=3)=[CH:36][CH:35]=2)[CH2:32][CH2:33]1)=[O:30])[CH3:27], predict the reactants needed to synthesize it. The reactants are: Br[C:2]1[CH:7]=[CH:6][C:5]([C:8]2[O:12][N:11]=[C:10]([CH3:13])[C:9]=2[NH:14][C:15]2[O:16][C:17]([C:20]3[CH:25]=[CH:24][CH:23]=[CH:22][CH:21]=3)=[N:18][N:19]=2)=[CH:4][CH:3]=1.[CH2:26]([O:28][C:29]([C:31]1([C:34]2[CH:39]=[CH:38][C:37](B3OC(C)(C)C(C)(C)O3)=[CH:36][CH:35]=2)[CH2:33][CH2:32]1)=[O:30])[CH3:27]. (6) Given the product [CH3:1][N:2]([CH2:10][CH2:11][C:12]1[CH:17]=[CH:16][CH:15]=[CH:14][CH:13]=1)[CH2:3][CH2:4][CH2:5][S:6][CH2:7][CH:8]=[O:9], predict the reactants needed to synthesize it. The reactants are: [CH3:1][N:2]([CH2:10][CH2:11][C:12]1[CH:17]=[CH:16][CH:15]=[CH:14][CH:13]=1)[CH2:3][CH2:4][CH2:5][S:6][CH2:7][CH2:8][OH:9].C(N(CC)CC)C.